Predict which catalyst facilitates the given reaction. From a dataset of Catalyst prediction with 721,799 reactions and 888 catalyst types from USPTO. Reactant: [CH3:1][O:2][C:3]1[CH:10]=[CH:9][C:6]([C:7]#[N:8])=[C:5]([N+:11]([O-])=O)[CH:4]=1. Product: [CH3:1][O:2][C:3]1[CH:10]=[CH:9][C:6]([C:7]#[N:8])=[C:5]([NH2:11])[CH:4]=1. The catalyst class is: 50.